Dataset: Full USPTO retrosynthesis dataset with 1.9M reactions from patents (1976-2016). Task: Predict the reactants needed to synthesize the given product. (1) Given the product [CH3:15][C:13]1[C:14]2[C:6]([C:47]3[CH:48]=[CH:49][S:45][CH:46]=3)=[CH:7][N:8]([C@@H:16]3[O:22][C@H:21]([CH2:23][OH:24])[C@@H:19]([OH:20])[C@H:17]3[OH:18])[C:9]=2[N:10]=[CH:11][N:12]=1, predict the reactants needed to synthesize it. The reactants are: O1C=CC=C1[C:6]1[C:14]2[C:13]([CH3:15])=[N:12][CH:11]=[N:10][C:9]=2[N:8]([C@@H:16]2[O:22][C@H:21]([CH2:23][OH:24])[C@@H:19]([OH:20])[C@H:17]2[OH:18])[CH:7]=1.BrC1C2C(C)=NC=NC=2N([C@@H]2O[C@H](CO)[C@@H](O)[C@H]2O)C=1.[S:45]1[CH:49]=[CH:48][C:47](B(O)O)=[CH:46]1. (2) Given the product [CH3:1][C:2]1[CH:11]=[CH:10][C:5]2[N:6]=[C:7]([S:9][CH3:14])[O:8][C:4]=2[CH:3]=1, predict the reactants needed to synthesize it. The reactants are: [CH3:1][C:2]1[CH:11]=[CH:10][C:5]2[NH:6][C:7](=[S:9])[O:8][C:4]=2[CH:3]=1.IC.[C:14](=O)([O-])[O-].[K+].[K+]. (3) Given the product [Cl:32][C:34]1[CH:33]=[CH:10][C:9]([NH:12][C:23]([NH:22][C@@H:3]([C:4]([N:6]2[CH2:11][CH2:10][CH:9]([N:12]3[CH2:20][C:15]4=[N:16][C:17]([CH3:19])=[CH:18][N:14]4[C:13]3=[O:21])[CH2:8][CH2:7]2)=[O:5])[C:2]([CH3:1])([CH3:30])[CH3:31])=[O:29])=[CH:8][CH:7]=1, predict the reactants needed to synthesize it. The reactants are: [CH3:1][C:2]([CH3:31])([CH3:30])[C@@H:3]([NH:22][C:23](=[O:29])OC(C)(C)C)[C:4]([N:6]1[CH2:11][CH2:10][CH:9]([N:12]2[CH2:20][C:15]3=[N:16][C:17]([CH3:19])=[CH:18][N:14]3[C:13]2=[O:21])[CH2:8][CH2:7]1)=[O:5].[ClH:32].[CH2:33](O)[CH3:34]. (4) Given the product [CH3:57][O:58][CH:59]([O:62][CH3:63])[CH2:60][NH:61][C:39](=[O:40])[C@@H:38]([NH:42][S:43]([C:46]1[C:51]([CH3:52])=[CH:50][C:49]([O:53][CH3:54])=[CH:48][C:47]=1[CH3:55])(=[O:44])=[O:45])[CH2:37][C:36]([O:35][C:31]([CH3:34])([CH3:33])[CH3:32])=[O:56], predict the reactants needed to synthesize it. The reactants are: C(N(C(C)C)CC)(C)C.C1C=CC2N(O)N=NC=2C=1.CCN=C=NCCCN(C)C.[C:31]([O:35][C:36](=[O:56])[CH2:37][C@H:38]([NH:42][S:43]([C:46]1[C:51]([CH3:52])=[CH:50][C:49]([O:53][CH3:54])=[CH:48][C:47]=1[CH3:55])(=[O:45])=[O:44])[C:39](O)=[O:40])([CH3:34])([CH3:33])[CH3:32].[CH3:57][O:58][CH:59]([O:62][CH3:63])[CH2:60][NH2:61]. (5) Given the product [C:1]([C:3]1[CH:8]=[CH:7][C:6]([N:9]([CH2:14][C:15]([F:16])([F:17])[F:18])[CH2:10][C:11]([NH:25][N:24]([CH3:26])[CH3:23])=[O:12])=[CH:5][C:4]=1[C:19]([F:20])([F:22])[F:21])#[N:2], predict the reactants needed to synthesize it. The reactants are: [C:1]([C:3]1[CH:8]=[CH:7][C:6]([N:9]([CH2:14][C:15]([F:18])([F:17])[F:16])[CH2:10][C:11](O)=[O:12])=[CH:5][C:4]=1[C:19]([F:22])([F:21])[F:20])#[N:2].[CH3:23][N:24]([CH3:26])[NH2:25]. (6) Given the product [CH3:27][C:13]1[N:14]=[C:15]([C:17]2[CH:22]=[CH:21][C:20]([C:23]([F:26])([F:24])[F:25])=[CH:19][CH:18]=2)[S:16][C:12]=1[CH2:11][O:10][C:7]1[CH:8]=[CH:9][C:4]([C:3]([NH:29][NH2:30])=[O:2])=[CH:5][CH:6]=1, predict the reactants needed to synthesize it. The reactants are: C[O:2][C:3](=O)[C:4]1[CH:9]=[CH:8][C:7]([O:10][CH2:11][C:12]2[S:16][C:15]([C:17]3[CH:22]=[CH:21][C:20]([C:23]([F:26])([F:25])[F:24])=[CH:19][CH:18]=3)=[N:14][C:13]=2[CH3:27])=[CH:6][CH:5]=1.[NH2:29][NH2:30]. (7) Given the product [I:1]([OH:5])(=[O:4])(=[O:3])=[O:2].[O-2:14].[O-2:6].[O-2:2].[Cr+6:9].[C:10]([O:14][C@@H:15]([C:18]1[C:42]([CH3:43])=[CH:41][C:21]2[N:22]=[C:23]([C:25]3[CH:30]=[CH:29][N:28]=[C:27]([C:18]4[CH:15]=[C:52]5[C:21](=[CH:20][CH:19]=4)[N:22]([CH3:23])[N:53]=[CH:51]5)[CH:26]=3)[S:24][C:20]=2[C:19]=1[C:44]1[CH:45]=[CH:46][C:47]([Cl:50])=[CH:48][CH:49]=1)[C:16]([OH:6])=[O:17])([CH3:13])([CH3:12])[CH3:11], predict the reactants needed to synthesize it. The reactants are: [I:1]([OH:5])(=[O:4])(=[O:3])=[O:2].[O-2:6].[O-2].[O-2].[Cr+6:9].[C:10]([O:14][C@@H:15]([C:18]1[C:42]([CH3:43])=[CH:41][C:21]2[N:22]=[C:23]([C:25]3[CH:30]=[CH:29][N:28]=[C:27](C4C=C5C(C=NN5C)=CC=4)[CH:26]=3)[S:24][C:20]=2[C:19]=1[C:44]1[CH:49]=[CH:48][C:47]([Cl:50])=[CH:46][CH:45]=1)[CH2:16][OH:17])([CH3:13])([CH3:12])[CH3:11].[C:51](#[N:53])[CH3:52]. (8) Given the product [NH2:1][C:2]1[N:6]([C:7]2[CH:8]=[C:9]([CH2:13][CH:14]([CH3:18])[C:15]([NH2:17])=[O:16])[CH:10]=[CH:11][CH:12]=2)[N:5]=[C:4]([C:19]2[CH:24]=[CH:23][CH:22]=[CH:21][C:20]=2[F:25])[CH:3]=1, predict the reactants needed to synthesize it. The reactants are: [NH2:1][C:2]1[N:6]([C:7]2[CH:8]=[C:9](/[CH:13]=[C:14](\[CH3:18])/[C:15]([NH2:17])=[O:16])[CH:10]=[CH:11][CH:12]=2)[N:5]=[C:4]([C:19]2[CH:24]=[CH:23][CH:22]=[CH:21][C:20]=2[F:25])[CH:3]=1.